Task: Predict the product of the given reaction.. Dataset: Forward reaction prediction with 1.9M reactions from USPTO patents (1976-2016) (1) Given the reactants O[C:2]([C:4](F)(F)F)=O.[Cl:8][C:9]1[S:21][C:12]2[NH:13][C:14](=[O:20])[C:15]([C:18]#[N:19])=[C:16]([OH:17])[C:11]=2[C:10]=1[C:22]1[CH:27]=[CH:26][C:25]([O:28][CH2:29][C:30]2([OH:36])[CH2:35][CH2:34][NH:33][CH2:32][CH2:31]2)=[CH:24][CH:23]=1.C(=O)C.CS(C)=O.CO, predict the reaction product. The product is: [Cl:8][C:9]1[S:21][C:12]2[NH:13][C:14](=[O:20])[C:15]([C:18]#[N:19])=[C:16]([OH:17])[C:11]=2[C:10]=1[C:22]1[CH:23]=[CH:24][C:25]([O:28][CH2:29][C:30]2([OH:36])[CH2:35][CH2:34][N:33]([CH2:2][CH3:4])[CH2:32][CH2:31]2)=[CH:26][CH:27]=1. (2) The product is: [CH:29]1([C:27]([NH:26][C@@H:25]2[C@H:21]3[O:20][CH2:19][C@H:18]([NH:17][C:11](=[O:13])[C:10]4[CH:14]=[CH:15][CH:16]=[C:8]([O:1][C:2]5[CH:3]=[CH:4][CH:5]=[CH:6][CH:7]=5)[CH:9]=4)[C@H:22]3[O:23][CH2:24]2)=[O:28])[CH2:30][CH2:31]1. Given the reactants [O:1]([C:8]1[CH:9]=[C:10]([CH:14]=[CH:15][CH:16]=1)[C:11]([OH:13])=O)[C:2]1[CH:7]=[CH:6][CH:5]=[CH:4][CH:3]=1.[NH2:17][C@@H:18]1[C@H:22]2[O:23][CH2:24][C@H:25]([NH:26][C:27]([CH:29]3[CH2:31][CH2:30]3)=[O:28])[C@H:21]2[O:20][CH2:19]1, predict the reaction product. (3) Given the reactants CN(C=O)C.[N:6]1([CH2:12][CH2:13][NH:14][C:15]2[CH:20]=[CH:19][CH:18]=[C:17]([N+:21]([O-:23])=[O:22])[CH:16]=2)[CH2:11][CH2:10][O:9][CH2:8][CH2:7]1.[C:24](O[C:24]([O:26][C:27]([CH3:30])([CH3:29])[CH3:28])=[O:25])([O:26][C:27]([CH3:30])([CH3:29])[CH3:28])=[O:25], predict the reaction product. The product is: [C:27]([O:26][C:24](=[O:25])[N:14]([CH2:13][CH2:12][N:6]1[CH2:11][CH2:10][O:9][CH2:8][CH2:7]1)[C:15]1[CH:20]=[CH:19][CH:18]=[C:17]([N+:21]([O-:23])=[O:22])[CH:16]=1)([CH3:30])([CH3:29])[CH3:28].